Dataset: Forward reaction prediction with 1.9M reactions from USPTO patents (1976-2016). Task: Predict the product of the given reaction. Given the reactants [CH:1]1[C:10]2[C:5](=[CH:6][CH:7]=[CH:8][CH:9]=2)[CH:4]=[C:3]([CH2:11][C:12]#N)[N:2]=1.[Cl:14][C:15]1[CH:16]=[C:17]([N+:23]([O-:25])=[O:24])[CH:18]=[C:19]([Cl:22])C=1Cl.[H-].[Na+], predict the reaction product. The product is: [Cl:14][C:15]1[CH:16]=[C:17]([N+:23]([O-:25])=[O:24])[CH:18]=[C:19]([Cl:22])[C:12]=1[CH2:11][C:3]1[N:2]=[CH:1][C:10]2[C:5]([CH:4]=1)=[CH:6][CH:7]=[CH:8][CH:9]=2.